Dataset: M1 muscarinic receptor antagonist screen with 61,756 compounds. Task: Binary Classification. Given a drug SMILES string, predict its activity (active/inactive) in a high-throughput screening assay against a specified biological target. (1) The compound is S(c1n(c(nn1)CN1CCCCCC1=O)c1ncccc1)CC(=O)NCC(C)C. The result is 0 (inactive). (2) The compound is S(=O)(=O)(Nc1ccc(F)cc1)c1cc2oc(=O)n(c2cc1)CC(OCC)=O. The result is 0 (inactive). (3) The drug is s1c2n(nc1c1oc3c(c1)cccc3)c(nn2)Cn1c2c(nc1)cccc2. The result is 0 (inactive). (4) The molecule is Clc1c(cc(NC(=O)C2CCN(S(=O)(=O)C)CC2)cc1)C(F)(F)F. The result is 0 (inactive). (5) The result is 0 (inactive). The drug is Clc1c(cc(S(=O)(=O)N2CCCC2)cc1)C(=O)Nc1ccc(O)cc1. (6) The drug is Clc1cc(C(=O)NCCc2ccc(S(=O)(=O)NC(=O)NC3CCCCC3)cc2)c(OC)cc1. The result is 0 (inactive). (7) The molecule is s1c2nc(n(N)c(=O)c2c(c2ccccc2)c1)CCC. The result is 0 (inactive).